Dataset: KCNQ2 potassium channel screen with 302,405 compounds. Task: Binary Classification. Given a drug SMILES string, predict its activity (active/inactive) in a high-throughput screening assay against a specified biological target. (1) The molecule is S(CC(=O)N1CCC(CC1)C(OCC)=O)CCSCC(=O)N1CCC(CC1)C(OCC)=O. The result is 0 (inactive). (2) The drug is S(=O)(=O)(N1CCCC1)c1sc(CC(=O)NC(C)(C)C)cc1. The result is 0 (inactive). (3) The drug is S(CC(=O)N1CCc2c(C1)cccc2)c1n(c(nn1)c1sccc1)C. The result is 0 (inactive). (4) The drug is O1CCN(CCCNC(=O)Cc2c3c(n(c2)C)cccc3)CC1. The result is 0 (inactive). (5) The drug is S(=O)(=O)(N(c1ccc(cc1)C(=O)Nc1ncc(cc1)C)C)c1ccc(cc1)C. The result is 0 (inactive). (6) The compound is Clc1c(Cn2nc(NC(=O)C)cc2)c(F)ccc1. The result is 0 (inactive). (7) The drug is O=C1N(C(C)(C)C)C(=O)c2c1cc(cc2)C(=O)Nc1cc(cc(c1)C(O)=O)C(O)=O. The result is 0 (inactive). (8) The compound is O=C(C(c1ccc(N(CCO)C)cc1)c1ccc(N(CCO)C)cc1)c1ccccc1. The result is 0 (inactive).